From a dataset of Full USPTO retrosynthesis dataset with 1.9M reactions from patents (1976-2016). Predict the reactants needed to synthesize the given product. (1) Given the product [Cl:1][C:2]1[CH:3]=[C:4]([CH:36]=[CH:37][C:38]=1[O:39][CH2:40][C:41]1[CH:46]=[CH:45][CH:44]=[CH:43][N:42]=1)[NH:5][C:6]1[C:15]2[C:10](=[CH:11][C:12]([O:31][CH2:32][CH3:33])=[C:13]([NH:16][C:17](=[O:30])/[CH:18]=[CH:19]/[CH2:20][NH:21][CH3:22])[CH:14]=2)[N:9]=[CH:8][C:7]=1[C:34]#[N:35], predict the reactants needed to synthesize it. The reactants are: [Cl:1][C:2]1[CH:3]=[C:4]([CH:36]=[CH:37][C:38]=1[O:39][CH2:40][C:41]1[CH:46]=[CH:45][CH:44]=[CH:43][N:42]=1)[NH:5][C:6]1[C:15]2[C:10](=[CH:11][C:12]([O:31][CH2:32][CH3:33])=[C:13]([NH:16][C:17](=[O:30])/[CH:18]=[CH:19]/[CH2:20][NH:21][CH2:22]C(OC(C)(C)C)=O)[CH:14]=2)[N:9]=[CH:8][C:7]=1[C:34]#[N:35].Cl.[OH-].[Na+]. (2) Given the product [CH2:13]([CH:12]([NH:11][C:24](=[O:25])[O:26][C:27]([CH3:30])([CH3:29])[CH3:28])[C:20](=[O:22])[CH:7]([C:6]#[N:10])[CH2:8][CH3:9])[C:14]1[CH:15]=[CH:16][CH:17]=[CH:18][CH:19]=1, predict the reactants needed to synthesize it. The reactants are: [Li]CCCC.[C:6](#[N:10])[CH2:7][CH2:8][CH3:9].[NH:11]([C:24]([O:26][C:27]([CH3:30])([CH3:29])[CH3:28])=[O:25])[C@H:12]([C:20]([O:22]C)=O)[CH2:13][C:14]1[CH:19]=[CH:18][CH:17]=[CH:16][CH:15]=1. (3) Given the product [C:13]([C:12]1[CH:15]=[C:8]([C:6]2[CH:5]=[CH:4][N:3]=[C:2]([NH:18][C:19]3[CH:20]=[CH:21][C:22]([NH:25][C:26](=[O:32])[O:27][C:28]([CH3:30])([CH3:29])[CH3:31])=[CH:23][CH:24]=3)[N:7]=2)[CH:9]=[CH:10][C:11]=1[O:16][CH3:17])#[N:14], predict the reactants needed to synthesize it. The reactants are: Cl[C:2]1[N:7]=[C:6]([C:8]2[CH:9]=[CH:10][C:11]([O:16][CH3:17])=[C:12]([CH:15]=2)[C:13]#[N:14])[CH:5]=[CH:4][N:3]=1.[NH2:18][C:19]1[CH:24]=[CH:23][C:22]([NH:25][C:26](=[O:32])[O:27][C:28]([CH3:31])([CH3:30])[CH3:29])=[CH:21][CH:20]=1. (4) Given the product [Cl:1][C:2]1[N:3]=[C:4]([N:8]2[C:27]([C:28]([F:29])([F:30])[F:31])=[C:21]([C:22]([O:24][CH2:25][CH3:26])=[O:23])[CH:20]=[N:9]2)[CH:5]=[CH:6][CH:7]=1, predict the reactants needed to synthesize it. The reactants are: [Cl:1][C:2]1[CH:7]=[CH:6][CH:5]=[C:4]([NH:8][NH2:9])[N:3]=1.C(N(CC)CC)C.C(O[CH:20]=[C:21]([C:27](=O)[C:28]([F:31])([F:30])[F:29])[C:22]([O:24][CH2:25][CH3:26])=[O:23])C. (5) Given the product [F:24][C:2]([F:1])([F:23])[O:3][C:4]1[CH:9]=[CH:8][C:7]([C:10]2[N:15]=[C:14]([C:16]([F:17])([F:18])[F:19])[C:13]([CH2:20][OH:21])=[CH:12][N:11]=2)=[CH:6][CH:5]=1, predict the reactants needed to synthesize it. The reactants are: [F:1][C:2]([F:24])([F:23])[O:3][C:4]1[CH:9]=[CH:8][C:7]([C:10]2[N:15]=[C:14]([C:16]([F:19])([F:18])[F:17])[C:13]([C:20](Cl)=[O:21])=[CH:12][N:11]=2)=[CH:6][CH:5]=1.CC(C[AlH]CC(C)C)C.OS([O-])(=O)=O.[K+]. (6) Given the product [N:20]1[CH:21]=[CH:22][CH:23]=[CH:24][C:19]=1[NH:18][C:16]1[N:17]=[C:13]([C:11]2[C:10]([C:25]([F:27])([F:28])[F:26])=[N:9][NH:8][CH:12]=2)[S:14][CH:15]=1, predict the reactants needed to synthesize it. The reactants are: COC1C=CC(C[N:8]2[CH:12]=[C:11]([C:13]3[S:14][CH:15]=[C:16]([NH:18][C:19]4[CH:24]=[CH:23][CH:22]=[CH:21][N:20]=4)[N:17]=3)[C:10]([C:25]([F:28])([F:27])[F:26])=[N:9]2)=CC=1.C([O-])([O-])=O.[Na+].[Na+]. (7) Given the product [CH2:1]([N:3]([CH:29]1[CH2:30][CH2:31][O:32][CH2:33][CH2:34]1)[C:4]1[C:19]2[CH2:18][CH:17]=[CH:16][CH2:15][CH:14]([CH3:20])[C:13]3[CH:21]=[C:22]([CH3:27])[NH:23][C:24](=[O:25])[C:12]=3[CH2:11][NH:10][C:9](=[O:28])[C:8]=2[CH:7]=[CH:6][CH:5]=1)[CH3:2], predict the reactants needed to synthesize it. The reactants are: [CH2:1]([N:3]([CH:29]1[CH2:34][CH2:33][O:32][CH2:31][CH2:30]1)[C:4]1[C:19]2[CH2:18][CH:17]=[CH:16][CH2:15][CH:14]([CH3:20])[C:13]3[CH:21]=[C:22]([CH3:27])[N:23]=[C:24]([O:25]C)[C:12]=3[CH2:11][NH:10][C:9](=[O:28])[C:8]=2[CH:7]=[CH:6][CH:5]=1)[CH3:2].FC(F)(F)C([O-])=O.Cl. (8) The reactants are: [I-].[Na+].Br[CH2:4][CH2:5][CH2:6][CH:7]=[CH2:8].[P:9]([O:16]CC)([O:13][CH2:14][CH3:15])[O:10][CH2:11][CH3:12].ICCCC=C. Given the product [CH2:11]([O:10][P:9]([CH2:4][CH2:5][CH2:6][CH:7]=[CH2:8])(=[O:16])[O:13][CH2:14][CH3:15])[CH3:12], predict the reactants needed to synthesize it.